From a dataset of Aqueous solubility values for 9,982 compounds from the AqSolDB database. Regression/Classification. Given a drug SMILES string, predict its absorption, distribution, metabolism, or excretion properties. Task type varies by dataset: regression for continuous measurements (e.g., permeability, clearance, half-life) or binary classification for categorical outcomes (e.g., BBB penetration, CYP inhibition). For this dataset (solubility_aqsoldb), we predict Y. The compound is FC(F)(F)/C(=N/OCC1OCCO1)c1ccc(Cl)cc1. The Y is -4.01 log mol/L.